From a dataset of Forward reaction prediction with 1.9M reactions from USPTO patents (1976-2016). Predict the product of the given reaction. (1) Given the reactants [OH-].[Na+].[Cl:3][C:4]1[CH:5]=[C:6]2[C:11](=[CH:12][CH:13]=1)[CH:10]=[C:9]([S:14][CH2:15][C@@H:16]([OH:21])[C:17]([O:19]C)=[O:18])[CH:8]=[CH:7]2, predict the reaction product. The product is: [Cl:3][C:4]1[CH:5]=[C:6]2[C:11](=[CH:12][CH:13]=1)[CH:10]=[C:9]([S:14][CH2:15][C@@H:16]([OH:21])[C:17]([OH:19])=[O:18])[CH:8]=[CH:7]2. (2) Given the reactants [CH3:1][O:2][C:3]1[CH:32]=[CH:31][C:6]([CH2:7][N:8]2[C:16]3[C:11](=[CH:12][CH:13]=[CH:14][CH:15]=3)[C:10]([C:17]3[N:22]=[C:21]([NH:23][C:24]4[CH:29]=[CH:28][N:27]=[CH:26][CH:25]=4)[C:20]([OH:30])=[CH:19][N:18]=3)=[N:9]2)=[CH:5][CH:4]=1.Br[CH:34]1[CH2:36][CH2:35]1.C(=O)([O-])[O-].[Cs+].[Cs+], predict the reaction product. The product is: [CH:34]1([O:30][C:20]2[C:21]([NH:23][C:24]3[CH:29]=[CH:28][N:27]=[CH:26][CH:25]=3)=[N:22][C:17]([C:10]3[C:11]4[C:16](=[CH:15][CH:14]=[CH:13][CH:12]=4)[N:8]([CH2:7][C:6]4[CH:5]=[CH:4][C:3]([O:2][CH3:1])=[CH:32][CH:31]=4)[N:9]=3)=[N:18][CH:19]=2)[CH2:36][CH2:35]1. (3) Given the reactants [C:1]([N:8]1[CH2:13][CH2:12][CH:11]([NH2:14])[CH2:10][CH2:9]1)([O:3][C:4]([CH3:7])([CH3:6])[CH3:5])=[O:2].C(=O)([O-])[O-].[Na+].[Na+].Cl[C:22]1[CH:27]=[CH:26][C:25]([N+:28]([O-:30])=[O:29])=[CH:24][N:23]=1, predict the reaction product. The product is: [C:4]([O:3][C:1]([N:8]1[CH2:13][CH2:12][CH:11]([NH:14][C:22]2[CH:27]=[CH:26][C:25]([N+:28]([O-:30])=[O:29])=[CH:24][N:23]=2)[CH2:10][CH2:9]1)=[O:2])([CH3:7])([CH3:6])[CH3:5]. (4) Given the reactants [F:1][C:2]1[CH:3]=[C:4]([N:8]2[C:12](=[O:13])[NH:11][N:10]=[N:9]2)[CH:5]=[CH:6][CH:7]=1.C([O-])([O-])=O.[Cs+].[Cs+].Br[C:21]([CH3:28])([CH3:27])[C:22]([O:24][CH2:25][CH3:26])=[O:23], predict the reaction product. The product is: [CH2:25]([O:24][C:22](=[O:23])[C:21]([N:11]1[C:12](=[O:13])[N:8]([C:4]2[CH:5]=[CH:6][CH:7]=[C:2]([F:1])[CH:3]=2)[N:9]=[N:10]1)([CH3:28])[CH3:27])[CH3:26].